From a dataset of hERG potassium channel inhibition data for cardiac toxicity prediction from Karim et al.. Regression/Classification. Given a drug SMILES string, predict its toxicity properties. Task type varies by dataset: regression for continuous values (e.g., LD50, hERG inhibition percentage) or binary classification for toxic/non-toxic outcomes (e.g., AMES mutagenicity, cardiotoxicity, hepatotoxicity). Dataset: herg_karim. The compound is COc1ccc2ncc(=O)n(CCN3CCC(NCc4cc5c(cn4)OCCO5)C(F)C3)c2c1. The result is 0 (non-blocker).